Dataset: Choline transporter screen with 302,306 compounds. Task: Binary Classification. Given a drug SMILES string, predict its activity (active/inactive) in a high-throughput screening assay against a specified biological target. (1) The result is 0 (inactive). The molecule is S(=O)(=O)(N1CCN(CC1)C(=O)c1occc1)c1ccc(Oc2c(cccc2)C)cc1. (2) The drug is Clc1c(NC(=O)Nc2c(n(n(c2=O)c2ccccc2)C)C)ccc(Cl)c1. The result is 0 (inactive). (3) The molecule is S1C2(N(C(=O)CC2)c2c1cccc2)C(OCC(=O)N(CCC)c1c(n(Cc2ccccc2)c(=O)[nH]c1=O)N)=O. The result is 0 (inactive). (4) The drug is Fc1ccc(c2n(CCOC)c3ncccc3n2)cc1. The result is 0 (inactive). (5) The result is 0 (inactive). The drug is S(c1n(c2c(ccc(c2)C)C)c(nn1)Cc1[nH]c(=O)[nH]c(=O)c1)CC(=O)NCc1occc1. (6) The drug is S=C(NCc1cc2OCOc2cc1)Nc1ccc(C(C)C)cc1. The result is 0 (inactive). (7) The molecule is O=C1N(C2CC2)C(c2c1cccc2)C(=O)NCCc1ccccc1. The result is 0 (inactive). (8) The compound is Fc1c(N2CCN(CC2)CCC(=O)Nc2cc3OCOc3cc2)cccc1. The result is 0 (inactive). (9) The compound is Clc1ccc(S(=O)(=O)Nc2nc(cc(n2)NN)C)cc1. The result is 0 (inactive). (10) The compound is S(c1nc2N(CCc2c(n1)C)c1ccc(cc1)C(F)(F)F)C. The result is 0 (inactive).